This data is from Full USPTO retrosynthesis dataset with 1.9M reactions from patents (1976-2016). The task is: Predict the reactants needed to synthesize the given product. (1) Given the product [C:3]([O:27][CH2:26][CH:25]([C:24]1[C:15]([Br:14])=[C:16]2[C:21](=[CH:22][C:23]=1[CH3:36])[N:20]=[CH:19][CH:18]=[CH:17]2)[O:28][C:29]([CH3:35])([CH3:34])[C:30]([F:31])([F:33])[F:32])(=[O:4])[C:2]([CH3:7])([CH3:6])[CH3:1], predict the reactants needed to synthesize it. The reactants are: [CH3:1][C:2]([CH3:7])([CH3:6])[C:3](Cl)=[O:4].N1C=CC=CC=1.[Br:14][C:15]1[C:24]([CH:25]([O:28][C:29]([CH3:35])([CH3:34])[C:30]([F:33])([F:32])[F:31])[CH2:26][OH:27])=[C:23]([CH3:36])[CH:22]=[C:21]2[C:16]=1[CH:17]=[CH:18][CH:19]=[N:20]2. (2) Given the product [C:43]([O:47][C:39]([NH:36][C@@H:12]1[CH2:13][C@H:11]1[C:7]1[CH:6]=[C:5]([CH:10]=[CH:9][CH:8]=1)[C:3]([O:2][CH3:1])=[O:4])=[O:24])([CH3:46])([CH3:45])[CH3:44], predict the reactants needed to synthesize it. The reactants are: [CH3:1][O:2][C:3]([C:5]1[CH:6]=[C:7]([C@@H:11]2[CH2:13][C@H:12]2C(O)=O)[CH:8]=[CH:9][CH:10]=1)=[O:4].C1(P(N=[N+]=[N-])(C2C=CC=CC=2)=[O:24])C=CC=CC=1.C([N:36]([CH2:39]C)CC)C.[Cl-].[NH4+].[C:43]([OH:47])([CH3:46])([CH3:45])[CH3:44]. (3) Given the product [CH3:1][N:2]1[C:6]2[CH2:7][CH2:8][CH2:9][CH:10]([C:17]([O:16][CH3:15])=[O:18])[C:11](=[O:12])[C:5]=2[CH:4]=[N:3]1, predict the reactants needed to synthesize it. The reactants are: [CH3:1][N:2]1[C:6]2[CH2:7][CH2:8][CH2:9][CH2:10][C:11](=[O:12])[C:5]=2[CH:4]=[N:3]1.[H-].[Na+].[CH3:15][O:16][C:17](=O)[O:18]C. (4) Given the product [CH3:31][C:6]1[C:5]([CH2:4][C:3]([OH:32])=[O:2])=[C:9]([CH3:10])[N:8]([CH2:11][C:12]2[CH:13]=[CH:14][C:15]([CH2:18][S:19]([C:21]3[CH:22]=[CH:23][C:24]([C:27]([F:30])([F:29])[F:28])=[CH:25][CH:26]=3)=[O:20])=[CH:16][CH:17]=2)[N:7]=1, predict the reactants needed to synthesize it. The reactants are: C[O:2][C:3](=[O:32])[CH2:4][C:5]1[C:6]([CH3:31])=[N:7][N:8]([CH2:11][C:12]2[CH:17]=[CH:16][C:15]([CH2:18][S:19]([C:21]3[CH:26]=[CH:25][C:24]([C:27]([F:30])([F:29])[F:28])=[CH:23][CH:22]=3)=[O:20])=[CH:14][CH:13]=2)[C:9]=1[CH3:10].O.[OH-].[Na+].Cl.